Dataset: Full USPTO retrosynthesis dataset with 1.9M reactions from patents (1976-2016). Task: Predict the reactants needed to synthesize the given product. (1) The reactants are: [F:1][C:2]([F:10])([F:9])[CH2:3][CH:4]([OH:8])[CH2:5][NH:6][CH3:7].Br[CH2:12][C:13]1[C:14]([Cl:21])=[N:15][C:16]([Cl:20])=[CH:17][C:18]=1[CH3:19]. Given the product [Cl:21][C:14]1[C:13]([CH2:12][N:6]([CH3:7])[CH2:5][CH:4]([OH:8])[CH2:3][C:2]([F:10])([F:9])[F:1])=[C:18]([CH3:19])[CH:17]=[C:16]([Cl:20])[N:15]=1, predict the reactants needed to synthesize it. (2) Given the product [N:16]1[C:25]2[C:20](=[CH:21][C:22]([NH:26]/[CH:3]=[C:4]3\[C:5](=[O:15])[NH:6][C:7](=[O:14])[C:8]4[C:13]\3=[CH:12][CH:11]=[CH:10][CH:9]=4)=[CH:23][CH:24]=2)[CH:19]=[CH:18][CH:17]=1, predict the reactants needed to synthesize it. The reactants are: CO[CH:3]=[C:4]1[C:13]2[C:8](=[CH:9][CH:10]=[CH:11][CH:12]=2)[C:7](=[O:14])[NH:6][C:5]1=[O:15].[N:16]1[C:25]2[C:20](=[CH:21][C:22]([NH2:26])=[CH:23][CH:24]=2)[CH:19]=[CH:18][CH:17]=1. (3) Given the product [C:1]1([S:7]([CH2:10][C:11]2[C:16]([C:17]([O:56][C:57]([CH3:60])([CH3:59])[CH3:58])=[O:19])=[C:15]([O:22][CH2:23][C:24]#[N:25])[C:14]([C:33]3[CH:37]=[CH:36][O:35][CH:34]=3)=[CH:13][CH:12]=2)(=[O:9])=[O:8])[CH:6]=[CH:5][CH:4]=[CH:3][CH:2]=1, predict the reactants needed to synthesize it. The reactants are: [C:1]1([S:7]([CH2:10][C:11]2[C:16]([C:17]([O:19]CC)=O)=[C:15]([O:22][CH2:23][CH2:24][NH:25]C(OC(C)(C)C)=O)[C:14]([C:33]3[CH:37]=[CH:36][O:35][CH:34]=3)=[CH:13][CH:12]=2)(=[O:9])=[O:8])[CH:6]=[CH:5][CH:4]=[CH:3][CH:2]=1.C1(S(CC2C(C([O:56][C:57]([CH3:60])([CH3:59])[CH3:58])=O)=C(O)C(C3C=COC=3)=CC=2)(=O)=O)C=CC=CC=1.BrCC#N. (4) Given the product [CH3:1][N:2]1[C:10]2[S:9][CH:8]=[C:7]([CH2:31][C:32]([NH:22][C:19]3[S:20][CH:21]=[C:17]([C:16]([F:24])([F:23])[F:15])[N:18]=3)=[O:46])[C:6]=2[C:5](=[O:12])[N:4]([CH3:13])[C:3]1=[O:14], predict the reactants needed to synthesize it. The reactants are: [CH3:1][N:2]1[C:7]2=[CH:8][S:9][C:10](C)=[C:6]2[C:5](=[O:12])[N:4]([CH3:13])[C:3]1=[O:14].[F:15][C:16]([F:24])([F:23])[C:17]1[N:18]=[C:19]([NH2:22])[S:20][CH:21]=1.CCN=C=NC[CH2:31][CH2:32]N(C)C.Cl.C1C=CC2N([OH:46])N=NC=2C=1. (5) Given the product [CH:45]([S:42]([C:39]1[CH:38]=[CH:37][C:36]([C:32]2[N:31]=[C:30]([C:28]3[O:9][N:10]=[C:11]([C:12]4[CH:13]=[CH:14][C:15]([CH2:16][N:17]([CH3:25])[C:18](=[O:24])[O:19][C:20]([CH3:21])([CH3:22])[CH3:23])=[CH:26][CH:27]=4)[CH:29]=3)[CH:35]=[N:34][CH:33]=2)=[CH:41][CH:40]=1)(=[O:43])=[O:44])([CH3:47])[CH3:46], predict the reactants needed to synthesize it. The reactants are: C1C(=O)N(Cl)C(=O)C1.[OH:9][N:10]=[CH:11][C:12]1[CH:27]=[CH:26][C:15]([CH2:16][N:17]([CH3:25])[C:18](=[O:24])[O:19][C:20]([CH3:23])([CH3:22])[CH3:21])=[CH:14][CH:13]=1.[C:28]([C:30]1[CH:35]=[N:34][CH:33]=[C:32]([C:36]2[CH:41]=[CH:40][C:39]([S:42]([CH:45]([CH3:47])[CH3:46])(=[O:44])=[O:43])=[CH:38][CH:37]=2)[N:31]=1)#[CH:29].CCN(CC)CC.